From a dataset of Catalyst prediction with 721,799 reactions and 888 catalyst types from USPTO. Predict which catalyst facilitates the given reaction. (1) Reactant: [OH:1][C:2]1[CH:3]=[C:4]([C:10]2[O:11][CH:12]=[C:13]([CH2:15][CH2:16][C:17]([C:19]3[C:24]([CH3:25])=[CH:23][CH:22]=[CH:21][N:20]=3)=[O:18])[N:14]=2)[CH:5]=[CH:6][C:7]=1[O:8][CH3:9].C(=O)([O-])[O-].[K+].[K+].[F:32][C:33]([F:37])([F:36])[CH2:34]I.O. Product: [CH3:9][O:8][C:7]1[CH:6]=[CH:5][C:4]([C:10]2[O:11][CH:12]=[C:13]([CH2:15][CH2:16][C:17]([C:19]3[C:24]([CH3:25])=[CH:23][CH:22]=[CH:21][N:20]=3)=[O:18])[N:14]=2)=[CH:3][C:2]=1[O:1][CH2:34][C:33]([F:37])([F:36])[F:32]. The catalyst class is: 9. (2) Reactant: [CH:1]1([C:7]([CH:16]2[CH2:21][CH2:20][CH2:19][CH2:18][CH2:17]2)=[CH:8][CH2:9][C:10]2[CH:15]=[CH:14][CH:13]=[CH:12][CH:11]=2)[CH2:6][CH2:5][CH2:4][CH2:3][CH2:2]1.[H][H]. Product: [CH:16]1([CH:7]([CH:1]2[CH2:6][CH2:5][CH2:4][CH2:3][CH2:2]2)[CH2:8][CH2:9][C:10]2[CH:11]=[CH:12][CH:13]=[CH:14][CH:15]=2)[CH2:17][CH2:18][CH2:19][CH2:20][CH2:21]1. The catalyst class is: 78.